From a dataset of TCR-epitope binding with 47,182 pairs between 192 epitopes and 23,139 TCRs. Binary Classification. Given a T-cell receptor sequence (or CDR3 region) and an epitope sequence, predict whether binding occurs between them. The epitope is DRFYKTLRAEQASQEV. The TCR CDR3 sequence is CASSYSMPSGDPRRGEQFF. Result: 0 (the TCR does not bind to the epitope).